The task is: Predict the product of the given reaction.. This data is from Forward reaction prediction with 1.9M reactions from USPTO patents (1976-2016). The product is: [NH2:7][CH2:8][CH2:9][CH2:10][O:11][C:12]1[CH:17]=[CH:16][C:15]([C:18]2[CH:19]=[CH:20][C:21]3[N:22]([C:24]([C:27]4[CH:32]=[C:31]([C:33]([F:34])([F:36])[F:35])[C:30]([NH2:37])=[N:29][CH:28]=4)=[CH:25][N:26]=3)[N:23]=2)=[CH:14][C:13]=1[O:38][CH3:39]. Given the reactants C(OC(=O)[NH:7][CH2:8][CH2:9][CH2:10][O:11][C:12]1[CH:17]=[CH:16][C:15]([C:18]2[CH:19]=[CH:20][C:21]3[N:22]([C:24]([C:27]4[CH:28]=[N:29][C:30]([NH2:37])=[C:31]([C:33]([F:36])([F:35])[F:34])[CH:32]=4)=[CH:25][N:26]=3)[N:23]=2)=[CH:14][C:13]=1[O:38][CH3:39])(C)(C)C.C([O-])(O)=O.[Na+], predict the reaction product.